Task: Predict the reaction yield, written as a fraction of the theoretical maximum amount of product (1.0 means a 100% yield; for example, 0.34 means a 34% yield).. Dataset: Reaction yield outcomes from USPTO patents with 853,638 reactions (1) The reactants are [C:1]([C:3]1[S:7][C:6]([C:8]2[CH:16]=[CH:15][C:11]([C:12]([OH:14])=O)=[CH:10][CH:9]=2)=[CH:5][CH:4]=1)#[N:2].CCN=C=NCCCN(C)C.Cl.C1C=CC2N(O)N=NC=2C=1.CCN(C(C)C)C(C)C.[NH:48]1[CH2:52][CH2:51][CH2:50][C@H:49]1[CH2:53][N:54]1[CH2:58][CH2:57][CH2:56][CH2:55]1. The catalyst is CN(C=O)C.ClCCl. The product is [N:54]1([CH2:53][C@@H:49]2[CH2:50][CH2:51][CH2:52][N:48]2[C:12]([C:11]2[CH:10]=[CH:9][C:8]([C:6]3[S:7][C:3]([C:1]#[N:2])=[CH:4][CH:5]=3)=[CH:16][CH:15]=2)=[O:14])[CH2:58][CH2:57][CH2:56][CH2:55]1. The yield is 0.640. (2) The reactants are [Cl:1][C:2]1[CH:3]=[C:4]([CH:7]=[C:8]([O:10][CH3:11])[CH:9]=1)[CH2:5][OH:6].CCN(CC)CC.[CH3:19][S:20](Cl)(=[O:22])=[O:21]. The catalyst is C(Cl)Cl. The product is [Cl:1][C:2]1[CH:3]=[C:4]([CH:7]=[C:8]([O:10][CH3:11])[CH:9]=1)[CH2:5][O:6][S:20]([CH3:19])(=[O:22])=[O:21]. The yield is 0.930. (3) The reactants are [NH2:1][C:2]1[S:6][C:5]2[CH:7]3[O:12][CH:10]([CH2:11][C:4]=2[C:3]=1[C:13]([CH:15]1[CH2:18][CH2:17][CH2:16]1)=[O:14])[CH2:9][CH2:8]3.C(N(CC)CC)C.ClC(Cl)(O[C:30](=[O:36])OC(Cl)(Cl)Cl)Cl.[CH3:38][C:39]([NH2:43])([CH2:41][CH3:42])[CH3:40]. The catalyst is O1CCCC1. The product is [CH:15]1([C:13]([C:3]2[C:4]3[CH2:11][CH:10]4[O:12][CH:7]([CH2:8][CH2:9]4)[C:5]=3[S:6][C:2]=2[NH:1][C:30]([NH:43][C:39]([CH3:40])([CH3:38])[CH2:41][CH3:42])=[O:36])=[O:14])[CH2:16][CH2:17][CH2:18]1. The yield is 0.560. (4) The reactants are C(N(CC)CC)C.Br[C:9]1[C:10]([NH2:27])=[N:11][CH:12]=[C:13]([C:15]2[CH:20]=[CH:19][C:18]([S:21]([CH:24]([CH3:26])[CH3:25])(=[O:23])=[O:22])=[CH:17][CH:16]=2)[N:14]=1.[CH3:28][Si:29]([C:32]#[CH:33])([CH3:31])[CH3:30]. The catalyst is CN(C=O)C.[Cu]I.C1C=CC([P]([Pd]([P](C2C=CC=CC=2)(C2C=CC=CC=2)C2C=CC=CC=2)([P](C2C=CC=CC=2)(C2C=CC=CC=2)C2C=CC=CC=2)[P](C2C=CC=CC=2)(C2C=CC=CC=2)C2C=CC=CC=2)(C2C=CC=CC=2)C2C=CC=CC=2)=CC=1. The product is [CH:24]([S:21]([C:18]1[CH:19]=[CH:20][C:15]([C:13]2[N:14]=[C:9]([C:33]#[C:32][Si:29]([CH3:31])([CH3:30])[CH3:28])[C:10]([NH2:27])=[N:11][CH:12]=2)=[CH:16][CH:17]=1)(=[O:23])=[O:22])([CH3:26])[CH3:25]. The yield is 0.780. (5) The reactants are [NH2:1][C:2]1[S:3][C:4]2[CH:10]=[C:9]([C:11]([OH:13])=O)[CH:8]=[CH:7][C:5]=2[N:6]=1.[CH2:14]1[C@H:23]2[C@H:18]([CH2:19][CH2:20][C:21]3[CH:27]=[CH:26][CH:25]=[CH:24][C:22]=32)[NH:17][CH2:16][CH2:15]1.F[P-](F)(F)(F)(F)F.N1(OC(N(C)C)=[N+](C)C)C2N=CC=CC=2N=N1. No catalyst specified. The product is [NH2:1][C:2]1[S:3][C:4]2[CH:10]=[C:9]([C:11]([N:17]3[C@@H:18]4[C@@H:23]([C:22]5[CH:24]=[CH:25][CH:26]=[CH:27][C:21]=5[CH2:20][CH2:19]4)[CH2:14][CH2:15][CH2:16]3)=[O:13])[CH:8]=[CH:7][C:5]=2[N:6]=1. The yield is 0.240. (6) The reactants are Br[C:2]1[CH:7]=[CH:6][C:5]([NH:8][C:9]#[N:10])=[C:4]([CH:11]([CH3:13])[CH3:12])[CH:3]=1.[CH3:14][N:15]1[C:19]([C:20]#[N:21])=[CH:18][CH:17]=[C:16]1B(O)O.C(=O)([O-])[O-].[K+].[K+].C(P(C(C)(C)C)C(C)(C)C)(C)(C)C.[Br-]. The catalyst is C1COCC1. The product is [C:20]([C:19]1[N:15]([CH3:14])[C:16]([C:2]2[CH:7]=[CH:6][C:5]([NH:8][C:9]#[N:10])=[C:4]([CH:11]([CH3:13])[CH3:12])[CH:3]=2)=[CH:17][CH:18]=1)#[N:21]. The yield is 0.180. (7) The reactants are C(OC(=O)[NH:7][CH:8]([C:10](=[O:26])[NH:11][C:12]1[CH:17]=[CH:16][CH:15]=[CH:14][C:13]=1[C:18](=O)[C:19]1[CH:24]=[CH:23][CH:22]=[CH:21][CH:20]=1)[CH3:9])(C)(C)C.Cl. The catalyst is C(Cl)(Cl)Cl. The product is [CH3:9][CH:8]1[C:10](=[O:26])[NH:11][C:12]2[CH:17]=[CH:16][CH:15]=[CH:14][C:13]=2[C:18]([C:19]2[CH:24]=[CH:23][CH:22]=[CH:21][CH:20]=2)=[N:7]1. The yield is 0.830.